This data is from Forward reaction prediction with 1.9M reactions from USPTO patents (1976-2016). The task is: Predict the product of the given reaction. (1) The product is: [CH2:23]([N:4]([CH2:1][CH2:2][CH3:3])[C:5]([C:7]1[CH:8]=[C:9]([CH:14]=[C:15]([C:17]2[O:18][CH:19]=[C:20]([CH3:22])[N:21]=2)[CH:16]=1)[C:10]([OH:12])=[O:11])=[O:6])[CH2:24][CH3:25]. Given the reactants [CH2:1]([N:4]([CH2:23][CH2:24][CH3:25])[C:5]([C:7]1[CH:8]=[C:9]([CH:14]=[C:15]([C:17]2[O:18][CH:19]=[C:20]([CH3:22])[N:21]=2)[CH:16]=1)[C:10]([O:12]C)=[O:11])=[O:6])[CH2:2][CH3:3], predict the reaction product. (2) Given the reactants [CH3:1][CH:2]([CH3:17])[CH2:3][C@@H:4]([CH2:13][C:14]([OH:16])=[O:15])[CH2:5][NH:6]C(=O)OC(C)C.Cl.[OH-].[Na+], predict the reaction product. The product is: [NH2:6][CH2:5][C@@H:4]([CH2:3][CH:2]([CH3:17])[CH3:1])[CH2:13][C:14]([OH:16])=[O:15]. (3) Given the reactants [C:1]([C:3]1[CH:8]=[CH:7][C:6]([C:9]2([NH:13][C:14](=[O:20])[O:15][C:16]([CH3:19])([CH3:18])[CH3:17])[CH2:12][CH2:11][CH2:10]2)=[CH:5][CH:4]=1)#[CH:2].Cl[C:22]1[C:23](=[O:38])[N:24]([CH2:29][C:30]2[CH:35]=[CH:34][C:33]([O:36][CH3:37])=[CH:32][CH:31]=2)[CH:25]=[C:26]([Cl:28])[N:27]=1.C(N(CC)CC)C, predict the reaction product. The product is: [Cl:28][C:26]1[N:27]=[C:22]([C:2]#[C:1][C:3]2[CH:4]=[CH:5][C:6]([C:9]3([NH:13][C:14](=[O:20])[O:15][C:16]([CH3:17])([CH3:19])[CH3:18])[CH2:12][CH2:11][CH2:10]3)=[CH:7][CH:8]=2)[C:23](=[O:38])[N:24]([CH2:29][C:30]2[CH:35]=[CH:34][C:33]([O:36][CH3:37])=[CH:32][CH:31]=2)[CH:25]=1. (4) Given the reactants [NH2:1][C@H:2]([C:8](O)=O)[CH2:3]CC(=O)O.[CH3:11][C:12]1C=CC(P(C2C=CC(C)=CC=2)CCP(C2C=CC(C)=CC=2)C2C=CC(C)=CC=2)=C[CH:13]=1.[CH:43]1C=CC2N(O)N=NC=2[CH:48]=1.C1CN([P+](ON2N=NC3C=CC=CC2=3)(N2CCCC2)N2CCCC2)CC1.F[P-](F)(F)(F)(F)F, predict the reaction product. The product is: [CH3:43][CH2:48][N:1]([CH:2]([CH3:3])[CH3:8])[CH:12]([CH3:13])[CH3:11]. (5) Given the reactants ClC1C=CC(S(=O)(=O)NC)=CC=1C(O)=O.[Cl:16][C:17]1[CH:25]=[CH:24][C:23]([S:26]([OH:28])=[O:27])=[CH:22][C:18]=1[C:19]([OH:21])=[O:20].[CH:29]([NH2:32])([CH3:31])[CH3:30], predict the reaction product. The product is: [Cl:16][C:17]1[CH:25]=[CH:24][C:23]([S:26](=[O:28])(=[O:27])[NH:32][CH:29]([CH3:31])[CH3:30])=[CH:22][C:18]=1[C:19]([OH:21])=[O:20]. (6) Given the reactants Br[CH2:2][CH2:3][CH2:4][CH2:5][CH2:6][C:7]([NH:9][C:10]1[C:11]([S:20][CH2:21][CH3:22])=[N:12][C:13]([CH3:19])=[CH:14][C:15]=1[S:16][CH2:17][CH3:18])=[O:8].[SH:23][C:24]1[O:25][C:26]2[CH:32]=[CH:31][CH:30]=[CH:29][C:27]=2[N:28]=1.C(=O)([O-])[O-].[K+].[K+].C1OCCOCCOCCOCCOCCOC1, predict the reaction product. The product is: [O:25]1[C:26]2[CH:32]=[CH:31][CH:30]=[CH:29][C:27]=2[N:28]=[C:24]1[S:23][CH2:2][CH2:3][CH2:4][CH2:5][CH2:6][C:7]([NH:9][C:10]1[C:11]([S:20][CH2:21][CH3:22])=[N:12][C:13]([CH3:19])=[CH:14][C:15]=1[S:16][CH2:17][CH3:18])=[O:8].